Dataset: Full USPTO retrosynthesis dataset with 1.9M reactions from patents (1976-2016). Task: Predict the reactants needed to synthesize the given product. (1) Given the product [O:28]=[C:27]([NH:1][N:2]1[CH:6]=[CH:5][CH:4]=[C:3]1[C:7](=[O:8])[NH:9][C@H:10]([C:12]1[CH:17]=[CH:16][CH:15]=[CH:14][CH:13]=1)[CH3:11])[CH2:26][NH:25][C:23](=[O:24])[O:22][C:18]([CH3:20])([CH3:19])[CH3:21], predict the reactants needed to synthesize it. The reactants are: [NH2:1][N:2]1[CH:6]=[CH:5][CH:4]=[C:3]1[C:7]([NH:9][C@H:10]([C:12]1[CH:17]=[CH:16][CH:15]=[CH:14][CH:13]=1)[CH3:11])=[O:8].[C:18]([O:22][C:23]([NH:25][CH2:26][C:27](O)=[O:28])=[O:24])([CH3:21])([CH3:20])[CH3:19]. (2) Given the product [CH3:1][O:2][C:3]([C:5]1[S:6][C:7]([C:11]2[CH:16]=[CH:15][C:14]([F:17])=[CH:13][CH:12]=2)=[CH:8][C:9]=1[NH:10][CH:20]([CH3:22])[CH3:21])=[O:4], predict the reactants needed to synthesize it. The reactants are: [CH3:1][O:2][C:3]([C:5]1[S:6][C:7]([C:11]2[CH:16]=[CH:15][C:14]([F:17])=[CH:13][CH:12]=2)=[CH:8][C:9]=1[NH2:10])=[O:4].CO[C:20]([CH3:22])=[CH2:21].CC(O)=O.[BH-](OC(C)=O)(OC(C)=O)OC(C)=O.[Na+].C([O-])(O)=O.[Na+]. (3) Given the product [C:1]([O:5][C@@H:6]([C@H:8]1[CH2:12][O:11][C:10](=[O:13])[N:9]1[C:14]1[CH:19]=[C:18]([CH:20]([F:22])[F:21])[N:17]=[C:16]([NH:41][C@H:39]([C:37]2[O:36][N:35]=[C:34]([C:31]3[CH:32]=[CH:33][C:28]([Cl:27])=[CH:29][CH:30]=3)[N:38]=2)[CH3:40])[N:15]=1)[CH3:7])([CH3:4])([CH3:3])[CH3:2], predict the reactants needed to synthesize it. The reactants are: [C:1]([O:5][C@@H:6]([C@H:8]1[CH2:12][O:11][C:10](=[O:13])[N:9]1[C:14]1[CH:19]=[C:18]([CH:20]([F:22])[F:21])[N:17]=[C:16](S(C)(=O)=O)[N:15]=1)[CH3:7])([CH3:4])([CH3:3])[CH3:2].[Cl:27][C:28]1[CH:33]=[CH:32][C:31]([C:34]2[N:38]=[C:37]([C@@H:39]([NH2:41])[CH3:40])[O:36][N:35]=2)=[CH:30][CH:29]=1.C(N(C(C)C)C(C)C)C. (4) The reactants are: [Cl:1][C:2]1[N:7]=[C:6]([O:8][CH2:9][CH:10]2[CH2:17][CH2:16][C:13]3([CH2:15][CH2:14]3)[CH2:12][CH2:11]2)[C:5]([C:18]([OH:20])=[O:19])=[CH:4][N:3]=1.C([O-])([O-])=O.[K+].[K+].[CH2:27](Br)[CH:28]=[CH2:29]. Given the product [CH2:29]([O:19][C:18]([C:5]1[C:6]([O:8][CH2:9][CH:10]2[CH2:11][CH2:12][C:13]3([CH2:15][CH2:14]3)[CH2:16][CH2:17]2)=[N:7][C:2]([Cl:1])=[N:3][CH:4]=1)=[O:20])[CH:28]=[CH2:27], predict the reactants needed to synthesize it.